From a dataset of NCI-60 drug combinations with 297,098 pairs across 59 cell lines. Regression. Given two drug SMILES strings and cell line genomic features, predict the synergy score measuring deviation from expected non-interaction effect. (1) Drug 1: CC1=C2C(C(=O)C3(C(CC4C(C3C(C(C2(C)C)(CC1OC(=O)C(C(C5=CC=CC=C5)NC(=O)OC(C)(C)C)O)O)OC(=O)C6=CC=CC=C6)(CO4)OC(=O)C)O)C)O. Drug 2: C(CCl)NC(=O)N(CCCl)N=O. Cell line: UACC-257. Synergy scores: CSS=6.86, Synergy_ZIP=-3.12, Synergy_Bliss=-4.17, Synergy_Loewe=3.49, Synergy_HSA=-2.07. (2) Drug 1: C1=CC(=CC=C1CCC2=CNC3=C2C(=O)NC(=N3)N)C(=O)NC(CCC(=O)O)C(=O)O. Drug 2: CCN(CC)CCNC(=O)C1=C(NC(=C1C)C=C2C3=C(C=CC(=C3)F)NC2=O)C. Cell line: MCF7. Synergy scores: CSS=34.7, Synergy_ZIP=4.08, Synergy_Bliss=4.86, Synergy_Loewe=-2.45, Synergy_HSA=4.84. (3) Drug 1: CC1=C2C(C(=O)C3(C(CC4C(C3C(C(C2(C)C)(CC1OC(=O)C(C(C5=CC=CC=C5)NC(=O)C6=CC=CC=C6)O)O)OC(=O)C7=CC=CC=C7)(CO4)OC(=O)C)O)C)OC(=O)C. Drug 2: C1CN1C2=NC(=NC(=N2)N3CC3)N4CC4. Cell line: T-47D. Synergy scores: CSS=21.1, Synergy_ZIP=-5.77, Synergy_Bliss=-1.90, Synergy_Loewe=-1.65, Synergy_HSA=-0.321.